Dataset: Forward reaction prediction with 1.9M reactions from USPTO patents (1976-2016). Task: Predict the product of the given reaction. (1) Given the reactants [F:1][C:2]([F:9])([F:8])[C:3](=[CH2:7])[C:4](O)=[O:5].[NH2:10][C:11]1[CH:18]=[CH:17][C:14]([C:15]#[N:16])=[C:13]([C:19]([F:22])([F:21])[F:20])[CH:12]=1, predict the reaction product. The product is: [C:15]([C:14]1[CH:17]=[CH:18][C:11]([NH:10][C:4](=[O:5])[C:3]([C:2]([F:9])([F:8])[F:1])=[CH2:7])=[CH:12][C:13]=1[C:19]([F:20])([F:21])[F:22])#[N:16]. (2) Given the reactants [CH2:1]([O:8][C:9]1[CH:14]=[CH:13][C:12]([C:15](=[O:23])[CH2:16][C:17]2[CH:22]=[CH:21][N:20]=[CH:19][CH:18]=2)=[CH:11][CH:10]=1)[C:2]1C=CC=CC=1.CON(C)C(=O)C1C=CC(OC[C:36]2[N:40](C)[C:39]3[CH:42]=[CH:43][CH:44]=[CH:45][C:38]=3[N:37]=2)=CC=1, predict the reaction product. The product is: [CH3:36][N:37]1[C:38]2[CH:45]=[CH:44][CH:43]=[CH:42][C:39]=2[N:40]=[C:2]1[CH2:1][O:8][C:9]1[CH:10]=[CH:11][C:12]([C:15](=[O:23])[CH2:16][C:17]2[CH:18]=[CH:19][N:20]=[CH:21][CH:22]=2)=[CH:13][CH:14]=1. (3) Given the reactants [CH:1]1([NH2:4])[CH2:3][CH2:2]1.C(O[BH-](OC(=O)C)OC(=O)C)(=O)C.[Na+].O=[C:20]1[CH2:25][CH2:24][CH:23]([C:26]([O:28][CH2:29][CH3:30])=[O:27])[CH2:22][CH2:21]1.C(=O)([O-])O.[Na+], predict the reaction product. The product is: [CH:1]1([NH:4][CH:20]2[CH2:25][CH2:24][CH:23]([C:26]([O:28][CH2:29][CH3:30])=[O:27])[CH2:22][CH2:21]2)[CH2:3][CH2:2]1. (4) Given the reactants C(OC(=O)[NH:7][C:8]1[CH:13]=[C:12]([CH:14]2[CH2:16][CH2:15]2)[C:11]([C:17]([F:20])([F:19])[F:18])=[CH:10][C:9]=1[NH:21][C:22](=[O:39])[CH2:23][C:24]([C:26]1[CH:31]=[CH:30][CH:29]=[C:28]([C:32]2[CH:37]=[CH:36][N:35]=[C:34]([CH3:38])[CH:33]=2)[CH:27]=1)=O)(C)(C)C.C(O)(C(F)(F)F)=O, predict the reaction product. The product is: [CH:14]1([C:12]2[C:11]([C:17]([F:20])([F:19])[F:18])=[CH:10][C:9]3[NH:21][C:22](=[O:39])[CH2:23][C:24]([C:26]4[CH:31]=[CH:30][CH:29]=[C:28]([C:32]5[CH:37]=[CH:36][N:35]=[C:34]([CH3:38])[CH:33]=5)[CH:27]=4)=[N:7][C:8]=3[CH:13]=2)[CH2:16][CH2:15]1. (5) Given the reactants [C:1]([C:3]1[O:7][C:6]2[C:8]([O:14]C(=O)C)=[C:9]([O:12][CH3:13])[CH:10]=[CH:11][C:5]=2[C:4]=1[C:18](=[O:31])[C:19]1[CH:24]=[C:23]([O:25][CH3:26])[C:22]([O:27][CH3:28])=[C:21]([O:29][CH3:30])[CH:20]=1)#[N:2].[N-:32]=[N+:33]=[N-:34].[Na+], predict the reaction product. The product is: [OH:14][C:8]1[C:6]2[O:7][C:3]([C:1]3[N:2]=[N:32][NH:33][N:34]=3)=[C:4]([C:18](=[O:31])[C:19]3[CH:20]=[C:21]([O:29][CH3:30])[C:22]([O:27][CH3:28])=[C:23]([O:25][CH3:26])[CH:24]=3)[C:5]=2[CH:11]=[CH:10][C:9]=1[O:12][CH3:13].